This data is from Reaction yield outcomes from USPTO patents with 853,638 reactions. The task is: Predict the reaction yield, written as a fraction of the theoretical maximum amount of product (1.0 means a 100% yield; for example, 0.34 means a 34% yield). (1) The product is [NH:1]1[CH:5]=[CH:4][CH:3]=[C:2]1[CH2:6][NH:7][C:19]([NH:18][C:15]1[CH:16]=[CH:17][C:12]([O:11][CH:8]([CH3:10])[CH3:9])=[CH:13][CH:14]=1)=[S:20]. The catalyst is C(#N)C.C(OCC)(=O)C. The reactants are [NH:1]1[CH:5]=[CH:4][CH:3]=[C:2]1[CH2:6][NH2:7].[CH:8]([O:11][C:12]1[CH:17]=[CH:16][C:15]([N:18]=[C:19]=[S:20])=[CH:14][CH:13]=1)([CH3:10])[CH3:9]. The yield is 0.300. (2) The reactants are NC1C=CC(C)=CC=1[C:4](O)=[O:5].[NH2:12][C:13]1[CH:18]=[CH:17][C:16]([CH3:19])=[CH:15][C:14]=1[C:20]([C:22]1[CH:27]=[CH:26][CH:25]=[CH:24][C:23]=1[O:28][CH3:29])=[O:21].[NH2:30][C:31]1[S:32][CH:33]=[CH:34][N:35]=1. No catalyst specified. The product is [NH2:12][C:13]1[CH:18]=[CH:17][C:16]([CH3:19])=[CH:15][C:14]=1[C:20]([C:22]1[CH:27]=[CH:26][CH:25]=[CH:24][C:23]=1[O:28][CH3:29])=[O:21].[CH3:29][O:28][C:23]1[CH:24]=[CH:25][CH:26]=[CH:27][C:22]=1[C:20]([C:14]1[CH:15]=[C:16]([CH3:19])[CH:17]=[CH:18][C:13]=1[NH:12][C:4]([NH:30][C:31]1[S:32][CH:33]=[CH:34][N:35]=1)=[O:5])=[O:21]. The yield is 0.350. (3) The catalyst is C(Cl)Cl.CCOCC. The product is [ClH:22].[Cl:22][C:23]1[CH:42]=[CH:41][C:26]([NH:27][C:28]2[C:37]3[C:32](=[CH:33][C:34]([O:40][CH2:7][CH2:6][O:5][CH2:4][CH2:3][O:2][CH3:1])=[C:35]([O:38][CH3:39])[CH:36]=3)[N:31]=[CH:30][N:29]=2)=[C:25]([F:43])[CH:24]=1. The yield is 0.440. The reactants are [CH3:1][O:2][CH2:3][CH2:4][O:5][CH2:6][CH2:7]O.C(P(CCCC)CCCC)CCC.[Cl:22][C:23]1[CH:42]=[CH:41][C:26]([NH:27][C:28]2[C:37]3[C:32](=[CH:33][C:34]([OH:40])=[C:35]([O:38][CH3:39])[CH:36]=3)[N:31]=[CH:30][N:29]=2)=[C:25]([F:43])[CH:24]=1.N(C(N1CCCCC1)=O)=NC(N1CCCCC1)=O. (4) The reactants are [Cl:1][C:2]1[CH:3]=[C:4]2[C:8](=[CH:9][CH:10]=1)[N:7]([C:11]1[N:15]([CH3:16])[N:14]=[C:13]([CH3:17])[C:12]=1/[CH:18]=[CH:19]/[C:20](=[N:22]/[OH:23])/[NH2:21])[CH:6]=[CH:5]2.N12CCCN=C1CCCCC2.Cl.[O:36]1CCC[CH2:37]1. No catalyst specified. The product is [Cl:1][C:2]1[CH:3]=[C:4]2[C:8](=[CH:9][CH:10]=1)[N:7]([C:11]1[N:15]([CH3:16])[N:14]=[C:13]([CH3:17])[C:12]=1/[CH:18]=[CH:19]/[C:20]1[NH:21][C:37](=[O:36])[O:23][N:22]=1)[CH:6]=[CH:5]2. The yield is 0.670. (5) The reactants are [N+:1]([C:4]1[CH:17]=[CH:16][C:15]2[C:14]3[C:9](=[CH:10][CH:11]=[CH:12][CH:13]=3)[CH:8]=[CH:7][C:6]=2[CH:5]=1)([O-])=O.C(O)C.O.NN. The catalyst is [C].[Pd].O. The product is [NH2:1][C:4]1[CH:17]=[CH:16][C:15]2[C:14]3[C:9](=[CH:10][CH:11]=[CH:12][CH:13]=3)[CH:8]=[CH:7][C:6]=2[CH:5]=1. The yield is 0.860. (6) The yield is 0.890. The catalyst is C1COCC1.CCO. The reactants are [CH3:1][C:2]1[C:10]2[C:5](=[CH:6][C:7]([NH2:11])=[CH:8][CH:9]=2)[NH:4][N:3]=1.C([O-])(O)=O.[Na+].[F:17][C:18]1[C:19](Cl)=[N:20][C:21]([Cl:24])=[N:22][CH:23]=1. The product is [Cl:24][C:21]1[N:22]=[C:23]([NH:11][C:7]2[CH:6]=[C:5]3[C:10]([C:2]([CH3:1])=[N:3][NH:4]3)=[CH:9][CH:8]=2)[C:18]([F:17])=[CH:19][N:20]=1. (7) The product is [Br:1][C:2]1[CH:3]=[C:4]([N:13]([CH2:20][CH3:21])[CH:14]2[CH2:19][CH2:18][O:17][CH2:16][CH2:15]2)[C:5]([CH3:12])=[C:6]([CH:11]=1)[C:7]([O:9][CH3:10])=[O:8]. The yield is 0.933. The reactants are [Br:1][C:2]1[CH:3]=[C:4]([NH:13][CH:14]2[CH2:19][CH2:18][O:17][CH2:16][CH2:15]2)[C:5]([CH3:12])=[C:6]([CH:11]=1)[C:7]([O:9][CH3:10])=[O:8].[CH:20](=O)[CH3:21].C(O)(=O)C.C(O[BH-](OC(=O)C)OC(=O)C)(=O)C.[Na+]. The catalyst is ClC(Cl)C. (8) The reactants are [C:1]([C:3]1[C:4]([C:24]([F:27])([F:26])[F:25])=[C:5]2[C:9](=[CH:10][CH:11]=1)[N:8]([CH2:12][C:13]1[O:17][C:16]([C:18]([NH2:20])=O)=[CH:15][CH:14]=1)[C:7]([CH2:21][CH2:22][CH3:23])=[CH:6]2)#[N:2].N1C=CC=CC=1.O=P(Cl)(Cl)Cl. The catalyst is C(Cl)Cl. The product is [C:18]([C:16]1[O:17][C:13]([CH2:12][N:8]2[C:9]3[C:5](=[C:4]([C:24]([F:26])([F:27])[F:25])[C:3]([C:1]#[N:2])=[CH:11][CH:10]=3)[CH:6]=[C:7]2[CH2:21][CH2:22][CH3:23])=[CH:14][CH:15]=1)#[N:20]. The yield is 0.550.